Dataset: Forward reaction prediction with 1.9M reactions from USPTO patents (1976-2016). Task: Predict the product of the given reaction. (1) Given the reactants [Br:1][C:2]1[CH:7]=[CH:6][C:5]([CH:8]([CH:10]2[CH2:15][CH2:14][CH2:13][CH2:12][CH2:11]2)[OH:9])=[CH:4][CH:3]=1, predict the reaction product. The product is: [Br:1][C:2]1[CH:3]=[CH:4][C:5]([C:8]([CH:10]2[CH2:11][CH2:12][CH2:13][CH2:14][CH2:15]2)=[O:9])=[CH:6][CH:7]=1. (2) Given the reactants [CH3:1][O:2][CH2:3][CH2:4][NH2:5].[F:6][C:7]1[CH:12]=[CH:11][C:10]([C:13]2[CH:14]=[CH:15][C:16]3[N:17]([C:19]([S:22][C:23]4[CH:41]=[CH:40][C:26]5[N:27]=[C:28]([NH:30][C:31](=O)[O:32]C6C=CC=CC=6)[S:29][C:25]=5[CH:24]=4)=[CH:20][N:21]=3)[CH:18]=2)=[CH:9][CH:8]=1, predict the reaction product. The product is: [F:6][C:7]1[CH:12]=[CH:11][C:10]([C:13]2[CH:14]=[CH:15][C:16]3[N:17]([C:19]([S:22][C:23]4[CH:41]=[CH:40][C:26]5[N:27]=[C:28]([NH:30][C:31]([NH:5][CH2:4][CH2:3][O:2][CH3:1])=[O:32])[S:29][C:25]=5[CH:24]=4)=[CH:20][N:21]=3)[CH:18]=2)=[CH:9][CH:8]=1. (3) Given the reactants [Cl:1][C:2]1[CH:27]=[C:26]([Cl:28])[CH:25]=[CH:24][C:3]=1[O:4][C:5]1[CH:10]=[CH:9][CH:8]=[CH:7][C:6]=1[NH:11][S:12]([C:15]1[CH:23]=[CH:22][C:18]([C:19](O)=[O:20])=[CH:17][CH:16]=1)(=[O:14])=[O:13].[N:29]1([CH2:35][CH2:36][N:37]2[CH2:42][CH2:41][O:40][CH2:39][CH2:38]2)[CH2:34][CH2:33][NH:32][CH2:31][CH2:30]1, predict the reaction product. The product is: [Cl:1][C:2]1[CH:27]=[C:26]([Cl:28])[CH:25]=[CH:24][C:3]=1[O:4][C:5]1[CH:10]=[CH:9][CH:8]=[CH:7][C:6]=1[NH:11][S:12]([C:15]1[CH:23]=[CH:22][C:18]([C:19]([N:32]2[CH2:31][CH2:30][N:29]([CH2:35][CH2:36][N:37]3[CH2:38][CH2:39][O:40][CH2:41][CH2:42]3)[CH2:34][CH2:33]2)=[O:20])=[CH:17][CH:16]=1)(=[O:13])=[O:14]. (4) Given the reactants C(O)(C(F)(F)F)=O.[CH2:8]([O:51][CH:52]1[C@H:56]2[C@H:57](OC3CCCCO3)[N:58](C(OC(C)(C)C)=O)[C:59]3[CH:66]=[CH:65][C:64]([O:67][CH3:68])=[CH:63][C:60]=3[C:61](=[O:62])[N:55]2[CH2:54][C:53]1=[CH2:83])[CH2:9][CH2:10][CH2:11][CH2:12][CH2:13][CH2:14][CH2:15][CH2:16][CH2:17][O:18][CH:19]1[C@H:23]2[C@H:24](OC3CCCCO3)[N:25](C(OC(C)(C)C)=O)[C:26]3[CH:33]=[CH:32][C:31]([O:34][CH3:35])=[CH:30][C:27]=3[C:28](=[O:29])[N:22]2[CH2:21][C:20]1=[CH2:50].C([O-])(O)=O.[Na+], predict the reaction product. The product is: [CH2:17]([O:18][CH:19]1[C@@H:23]2[CH:24]=[N:25][C:26]3[CH:33]=[CH:32][C:31]([O:34][CH3:35])=[CH:30][C:27]=3[C:28](=[O:29])[N:22]2[CH2:21][C:20]1=[CH2:50])[CH2:16][CH2:15][CH2:14][CH2:13][CH2:12][CH2:11][CH2:10][CH2:9][CH2:8][O:51][CH:52]1[C@@H:56]2[CH:57]=[N:58][C:59]3[CH:66]=[CH:65][C:64]([O:67][CH3:68])=[CH:63][C:60]=3[C:61](=[O:62])[N:55]2[CH2:54][C:53]1=[CH2:83]. (5) The product is: [N:1]1[CH:6]=[CH:5][C:4](/[CH:7]=[CH:16]/[C:10]2[CH:9]=[CH:8][C:13]([CH:14]=[O:15])=[CH:12][CH:11]=2)=[CH:3][CH:2]=1. Given the reactants [N:1]1[CH:6]=[CH:5][C:4]([CH3:7])=[CH:3][CH:2]=1.[CH:8]1[C:13]([CH:14]=[O:15])=[CH:12][CH:11]=[C:10]([CH:16]=O)[CH:9]=1.O, predict the reaction product. (6) Given the reactants Br[C:2]1[C:14]([O:15][CH3:16])=[CH:13][C:5]([C:6]([NH:8][S:9]([CH3:12])(=[O:11])=[O:10])=[O:7])=[C:4]([F:17])[CH:3]=1.[Cl:18][C:19]1[C:20]([F:34])=[N:21][CH:22]=[C:23](B2OC(C)(C)C(C)(C)O2)[CH:24]=1.C([O-])([O-])=O.[Na+].[Na+], predict the reaction product. The product is: [Cl:18][C:19]1[CH:24]=[C:23]([C:2]2[C:14]([O:15][CH3:16])=[CH:13][C:5]([C:6]([NH:8][S:9]([CH3:12])(=[O:11])=[O:10])=[O:7])=[C:4]([F:17])[CH:3]=2)[CH:22]=[N:21][C:20]=1[F:34]. (7) The product is: [CH3:23][C:22]1[O:21][C:20]([C:24]2[CH:29]=[CH:28][C:27]([C:30]([F:32])([F:31])[F:33])=[CH:26][CH:25]=2)=[N:19][C:18]=1[CH2:17][CH2:16][O:15][C:11]1[CH:10]=[C:9]2[C:14](=[CH:13][CH:12]=1)[N:6]([CH2:5][C:4]([OH:34])=[O:3])[CH:7]=[CH:8]2. Given the reactants C([O:3][C:4](=[O:34])[CH2:5][N:6]1[C:14]2[C:9](=[CH:10][C:11]([O:15][CH2:16][CH2:17][C:18]3[N:19]=[C:20]([C:24]4[CH:29]=[CH:28][C:27]([C:30]([F:33])([F:32])[F:31])=[CH:26][CH:25]=4)[O:21][C:22]=3[CH3:23])=[CH:12][CH:13]=2)[CH:8]=[CH:7]1)C.[OH-].[Na+].Cl, predict the reaction product. (8) Given the reactants [Br:1][CH2:2][C:3]([C:5]1[C:10]([CH3:11])=[CH:9][C:8]([NH:12]C(=O)C)=[CH:7][C:6]=1[CH3:16])=[O:4], predict the reaction product. The product is: [NH2:12][C:8]1[CH:7]=[C:6]([CH3:16])[C:5]([C:3](=[O:4])[CH2:2][Br:1])=[C:10]([CH3:11])[CH:9]=1. (9) The product is: [CH3:15][S:12]([N:5]([CH2:4][C:3]([OH:16])=[O:2])[C:6]1[CH:11]=[CH:10][CH:9]=[CH:8][CH:7]=1)(=[O:14])=[O:13]. Given the reactants C[O:2][C:3](=[O:16])[CH2:4][N:5]([S:12]([CH3:15])(=[O:14])=[O:13])[C:6]1[CH:11]=[CH:10][CH:9]=[CH:8][CH:7]=1.[Li+].[OH-], predict the reaction product. (10) Given the reactants [Cl:1][C:2]1[CH:27]=[CH:26][C:5]([C:6]([NH:8][CH:9]2[CH2:12][N:11]([C:13]([N:15]3[CH2:21][CH2:20][CH2:19][N:18]([CH:22]4[CH2:25][CH2:24][CH2:23]4)[CH2:17][CH2:16]3)=[O:14])[CH2:10]2)=[O:7])=[CH:4][CH:3]=1.[H-].[Na+].[CH3:30]I, predict the reaction product. The product is: [Cl:1][C:2]1[CH:27]=[CH:26][C:5]([C:6]([N:8]([CH:9]2[CH2:12][N:11]([C:13]([N:15]3[CH2:21][CH2:20][CH2:19][N:18]([CH:22]4[CH2:23][CH2:24][CH2:25]4)[CH2:17][CH2:16]3)=[O:14])[CH2:10]2)[CH3:30])=[O:7])=[CH:4][CH:3]=1.